This data is from Catalyst prediction with 721,799 reactions and 888 catalyst types from USPTO. The task is: Predict which catalyst facilitates the given reaction. (1) Reactant: [Cl:1][C:2]1[N:10]=[CH:9][N:8]=[C:7]2[C:3]=1[N:4]=[CH:5][N:6]2[C@H:11]1[C@@H:15]2[O:16][C:17]([CH3:20])([CH3:19])[O:18][C@@H:14]2[C@@H:13]([CH2:21][OH:22])[O:12]1.N1C=CN=C1.[CH3:28][C:29]([Si:32](Cl)([CH3:34])[CH3:33])([CH3:31])[CH3:30]. Product: [Si:32]([O:22][CH2:21][C@@H:13]1[C@H:14]2[O:18][C:17]([CH3:19])([CH3:20])[O:16][C@H:15]2[C@H:11]([N:6]2[CH:5]=[N:4][C:3]3[C:7]2=[N:8][CH:9]=[N:10][C:2]=3[Cl:1])[O:12]1)([C:29]([CH3:31])([CH3:30])[CH3:28])([CH3:34])[CH3:33]. The catalyst class is: 3. (2) Reactant: C(OC([N:8]1[CH2:15][CH:14]2[CH:10]([CH2:11][N:12]([C:16](=[O:29])[C:17]3[C:22]([N:23]4[N:27]=[CH:26][CH:25]=[N:24]4)=[CH:21][CH:20]=[CH:19][C:18]=3[F:28])[CH2:13]2)[CH2:9]1)=O)(C)(C)C.C(O)(C(F)(F)F)=O. Product: [F:28][C:18]1[CH:19]=[CH:20][CH:21]=[C:22]([N:23]2[N:27]=[CH:26][CH:25]=[N:24]2)[C:17]=1[C:16]([N:12]1[CH2:13][CH:14]2[CH:10]([CH2:9][NH:8][CH2:15]2)[CH2:11]1)=[O:29]. The catalyst class is: 2. (3) Reactant: [C:1]([O:5][C:6](=[O:34])[CH2:7][N:8]1[C:17](=[O:18])[C:16]([OH:19])=[C:15]2[C:10]([CH2:11][CH2:12][N:13]([CH2:21][C:22]3[CH:27]=[CH:26][C:25]([F:28])=[C:24]([Cl:29])[CH:23]=3)[C:14]2=[O:20])=[C:9]1[C:30]([O:32][CH3:33])=[O:31])([CH3:4])([CH3:3])[CH3:2].[CH3:35][Si](C=[N+]=[N-])(C)C.CCCCCC. Product: [C:1]([O:5][C:6](=[O:34])[CH2:7][N:8]1[C:17](=[O:18])[C:16]([O:19][CH3:35])=[C:15]2[C:10]([CH2:11][CH2:12][N:13]([CH2:21][C:22]3[CH:27]=[CH:26][C:25]([F:28])=[C:24]([Cl:29])[CH:23]=3)[C:14]2=[O:20])=[C:9]1[C:30]([O:32][CH3:33])=[O:31])([CH3:4])([CH3:3])[CH3:2]. The catalyst class is: 98. (4) Reactant: [O:1]=[C:2]1[CH2:5][N:4]([C:6]([O:8][CH2:9][C:10]2[CH:15]=[CH:14][CH:13]=[CH:12][CH:11]=2)=[O:7])[CH2:3]1.[OH:16][CH2:17][CH:18]([CH2:21]O)[CH2:19][OH:20].C1(C)C=CC(S(O)(=O)=O)=CC=1.C([O-])(O)=O.[Na+]. Product: [OH:16][CH2:17][CH:18]1[CH2:19][O:20][C:2]2([CH2:5][N:4]([C:6]([O:8][CH2:9][C:10]3[CH:15]=[CH:14][CH:13]=[CH:12][CH:11]=3)=[O:7])[CH2:3]2)[O:1][CH2:21]1. The catalyst class is: 308. (5) Reactant: OC1C(NC([C@H]2N3C(=O)[C@@H](NC(=O)C4C=CC=CC=4)CC=CC[C@@H]3CC2)=O)CC(=O)O1.C(OC(=O)NC1CC(=O)OC1OCC)C=C.N1C(=O)CC(=O)NC1=O.[C:57]([NH:65][CH:66]1[C:73](=[O:74])[N:72]2[CH:75]([C:78]([OH:80])=[O:79])[CH2:76][CH2:77][CH:71]2[CH2:70][CH:69]=[CH:68][CH2:67]1)(=[O:64])[C:58]1[CH:63]=[CH:62][CH:61]=[CH:60][CH:59]=1. Product: [C:57]([NH:65][C@@H:66]1[C:73](=[O:74])[N:72]2[C@H:75]([C:78]([OH:80])=[O:79])[CH2:76][CH2:77][C@H:71]2[CH2:70][CH:69]=[CH:68][CH2:67]1)(=[O:64])[C:58]1[CH:63]=[CH:62][CH:61]=[CH:60][CH:59]=1. The catalyst class is: 46. (6) Reactant: [NH2:1][CH:2]1[CH:9]2[CH2:10][C:5]3([OH:12])[CH2:6][CH:7]([CH2:11][CH:3]1[CH2:4]3)[CH2:8]2.[CH2:13]([O:20][C:21]([N:23]1[CH2:27][C:26]([F:29])([F:28])[CH2:25][C@H:24]1[C:30](O)=[O:31])=[O:22])[C:14]1[CH:19]=[CH:18][CH:17]=[CH:16][CH:15]=1.CN1CCOCC1.C1C=CC2N(O)N=NC=2C=1.CCN=C=NCCCN(C)C. Product: [CH2:13]([O:20][C:21]([N:23]1[CH2:27][C:26]([F:29])([F:28])[CH2:25][C@H:24]1[C:30](=[O:31])[NH:1][CH:2]1[CH:3]2[CH2:11][CH:7]3[CH2:6][C:5]([OH:12])([CH2:10][CH:9]1[CH2:8]3)[CH2:4]2)=[O:22])[C:14]1[CH:19]=[CH:18][CH:17]=[CH:16][CH:15]=1. The catalyst class is: 18. (7) Reactant: [Br:1][C:2]1[CH:7]=[CH:6][C:5]([NH:8][C:9]2[C:18]([F:19])=[C:17]3[C:12]([C:13]([CH3:20])=[N:14][CH:15]=[N:16]3)=[CH:11][C:10]=2[C:21](O)=[O:22])=[C:4]([Cl:24])[CH:3]=1.C1C=CC2N(O)N=NC=2C=1.CCN(CC)CC.[CH:42]([O:44][CH2:45][CH2:46][O:47][NH2:48])=[CH2:43].CCN=C=NCCCN(C)C. Product: [CH:42]([O:44][CH2:45][CH2:46][O:47][NH:48][C:21]([C:10]1[CH:11]=[C:12]2[C:17](=[C:18]([F:19])[C:9]=1[NH:8][C:5]1[CH:6]=[CH:7][C:2]([Br:1])=[CH:3][C:4]=1[Cl:24])[N:16]=[CH:15][N:14]=[C:13]2[CH3:20])=[O:22])=[CH2:43]. The catalyst class is: 31.